Dataset: Full USPTO retrosynthesis dataset with 1.9M reactions from patents (1976-2016). Task: Predict the reactants needed to synthesize the given product. (1) The reactants are: [CH:1]([C:4]1[N:8]2[CH:9]=[C:10]([CH:13]=[O:14])[CH:11]=[CH:12][C:7]2=[N:6][N:5]=1)([CH3:3])[CH3:2].[BH4-].[Na+].C(=O)([O-])[O-].[K+].[K+].[F:23][C:24]1[CH:31]=[C:30]([F:32])[CH:29]=[CH:28][C:25]=1[CH2:26]Br. Given the product [F:23][C:24]1[CH:31]=[C:30]([F:32])[CH:29]=[CH:28][C:25]=1[CH2:26][O:14][CH2:13][C:10]1[CH:11]=[CH:12][C:7]2[N:8]([C:4]([CH:1]([CH3:3])[CH3:2])=[N:5][N:6]=2)[CH:9]=1, predict the reactants needed to synthesize it. (2) Given the product [Cl:1][C:2]1[CH:3]=[CH:4][C:5]([O:11][CH2:19][CH3:20])=[C:6]([CH:10]=1)[C:7]([OH:9])=[O:8], predict the reactants needed to synthesize it. The reactants are: [Cl:1][C:2]1[CH:10]=[C:6]([C:7]([OH:9])=[O:8])[C:5]([OH:11])=[CH:4][CH:3]=1.C(=O)([O-])[O-].[K+].[K+].I[CH2:19][CH3:20].[OH-].[Na+]. (3) Given the product [N:32]1([CH:37]2[CH2:42][CH2:41][N:40]([C:21]([C:20]3[CH:24]=[CH:25][C:17]([C:15]4[CH:14]=[N:13][C:9]5[NH:10][CH2:11][CH2:12][N:7]([CH2:6][C:5]6[CH:26]=[CH:27][CH:28]=[CH:29][C:4]=6[O:3][C:2]([F:30])([F:31])[F:1])[C:8]=5[CH:16]=4)=[CH:18][CH:19]=3)=[O:23])[CH2:39][CH2:38]2)[CH2:36][CH2:35][CH2:34][CH2:33]1, predict the reactants needed to synthesize it. The reactants are: [F:1][C:2]([F:31])([F:30])[O:3][C:4]1[CH:29]=[CH:28][CH:27]=[CH:26][C:5]=1[CH2:6][N:7]1[CH2:12][CH2:11][NH:10][C:9]2[N:13]=[CH:14][C:15]([C:17]3[CH:25]=[CH:24][C:20]([C:21]([OH:23])=O)=[CH:19][CH:18]=3)=[CH:16][C:8]1=2.[N:32]1([CH:37]2[CH2:42][CH2:41][NH:40][CH2:39][CH2:38]2)[CH2:36][CH2:35][CH2:34][CH2:33]1.